From a dataset of Full USPTO retrosynthesis dataset with 1.9M reactions from patents (1976-2016). Predict the reactants needed to synthesize the given product. (1) Given the product [NH2:1][C:4]1[CH:5]=[C:6]([CH:11]=[C:12]([C:14]([F:17])([F:16])[F:15])[CH:13]=1)[C:7]([NH:18][NH2:19])=[O:8], predict the reactants needed to synthesize it. The reactants are: [N+:1]([C:4]1[CH:5]=[C:6]([CH:11]=[C:12]([C:14]([F:17])([F:16])[F:15])[CH:13]=1)[C:7](OC)=[O:8])([O-])=O.[NH2:18][NH2:19]. (2) Given the product [OH:1][C:2]1[CH:3]=[C:4]([CH:5]=[CH:7][C:8](=[O:14])[CH:9]=[CH:2][C:3]2[CH:4]=[CH:5][CH:13]=[C:11]([OH:12])[CH:10]=2)[CH:7]=[CH:8][CH:9]=1, predict the reactants needed to synthesize it. The reactants are: [OH:1][C:2]1[CH:3]=[C:4]([CH:7]=[CH:8][CH:9]=1)[CH:5]=O.[CH3:10][C:11]([CH3:13])=[O:12].[OH-:14].[Na+].Cl. (3) Given the product [Cl:1][C:2]1[CH:3]=[N:4][CH:5]=[C:6]([Cl:17])[C:7]=1[N:8]1[CH2:13][CH2:12][CH:11]([CH2:14][NH2:16])[CH2:10][CH2:9]1, predict the reactants needed to synthesize it. The reactants are: [Cl:1][C:2]1[CH:3]=[N:4][CH:5]=[C:6]([Cl:17])[C:7]=1[N:8]1[CH2:13][CH2:12][CH:11]([C:14]([NH2:16])=O)[CH2:10][CH2:9]1.Cl. (4) Given the product [C:20]([O:24][C:25](=[O:31])[NH:26][CH2:27][CH2:28][CH2:29][N:8]1[CH2:9][CH:2]2[O:10][CH:6]([CH2:5][N:4]([CH2:11][C:12]3[CH:19]=[CH:18][C:15]([C:16]#[N:17])=[CH:14][CH:13]=3)[CH2:3]2)[CH2:7]1)([CH3:23])([CH3:22])[CH3:21], predict the reactants needed to synthesize it. The reactants are: Cl.[CH:2]12[O:10][CH:6]([CH2:7][NH:8][CH2:9]1)[CH2:5][N:4]([CH2:11][C:12]1[CH:19]=[CH:18][C:15]([C:16]#[N:17])=[CH:14][CH:13]=1)[CH2:3]2.[C:20]([O:24][C:25](=[O:31])[NH:26][CH2:27][CH2:28][CH2:29]Br)([CH3:23])([CH3:22])[CH3:21].C([O-])([O-])=O.[K+].[K+]. (5) Given the product [NH2:43][C:38]1[CH:39]=[CH:40][CH:41]=[CH:42][C:37]=1[NH:44][C:14]([C:13]1[CH:12]=[CH:11][C:10]([CH2:9][NH:8][C:6](=[O:7])[O:5][C:1]([CH3:2])([CH3:3])[CH3:4])=[CH:18][CH:17]=1)=[O:16], predict the reactants needed to synthesize it. The reactants are: [C:1]([O:5][C:6]([NH:8][CH2:9][C:10]1[CH:18]=[CH:17][C:13]([C:14]([OH:16])=O)=[CH:12][CH:11]=1)=[O:7])([CH3:4])([CH3:3])[CH3:2].[Cl-].COC1N=C(OC)N=C([N+]2(C)CCOCC2)N=1.[C:37]1([NH2:44])[CH:42]=[CH:41][CH:40]=[CH:39][C:38]=1[NH2:43]. (6) Given the product [C:1]([O:5][C:6](=[O:22])[NH:7][C:8]1[CH:13]=[C:12]([O:14][CH2:15][CH3:16])[C:11]([C:17]([F:20])([F:19])[F:18])=[CH:10][C:9]=1[NH:21][C:28](=[O:27])[CH2:29][C:30]([C:32]1[CH:37]=[CH:36][CH:35]=[C:34]([C:38]2[CH:43]=[CH:42][N:41]=[C:40]([CH:44]3[CH2:45][CH2:46][CH2:47][CH2:48]3)[CH:39]=2)[CH:33]=1)=[O:31])([CH3:2])([CH3:3])[CH3:4], predict the reactants needed to synthesize it. The reactants are: [C:1]([O:5][C:6](=[O:22])[NH:7][C:8]1[CH:13]=[C:12]([O:14][CH2:15][CH3:16])[C:11]([C:17]([F:20])([F:19])[F:18])=[CH:10][C:9]=1[NH2:21])([CH3:4])([CH3:3])[CH3:2].C([O:27][C:28](=O)[CH2:29][C:30]([C:32]1[CH:37]=[CH:36][CH:35]=[C:34]([C:38]2[CH:43]=[CH:42][N:41]=[C:40]([CH:44]3[CH2:48][CH2:47][CH2:46][CH2:45]3)[CH:39]=2)[CH:33]=1)=[O:31])(C)(C)C. (7) Given the product [Cl:22][C:23]1[CH:24]=[C:45]2[C:46](=[CH:47][CH:31]=1)[NH:50][N:49]=[C:44]2[CH2:43][NH:48][C:16](=[O:18])[C:15]1[CH:19]=[CH:20][N:21]=[C:13]([CH2:12][C:8]2[CH:9]=[C:10]3[C:5](=[CH:6][CH:7]=2)[N:4]=[CH:3][C:2]([Cl:1])=[CH:11]3)[CH:14]=1, predict the reactants needed to synthesize it. The reactants are: [Cl:1][C:2]1[CH:3]=[N:4][C:5]2[C:10]([CH:11]=1)=[CH:9][C:8]([CH2:12][C:13]1[CH:14]=[C:15]([CH:19]=[CH:20][N:21]=1)[C:16]([OH:18])=O)=[CH:7][CH:6]=2.[Cl:22][C:23]1[C:31]2C(=NC=C(NC)C=2)N[CH:24]=1.CN(C(ON1[N:50]=[N:49][C:44]2[CH:45]=[CH:46][CH:47]=[N:48][C:43]1=2)=[N+](C)C)C.F[P-](F)(F)(F)(F)F.CCN(CC)CC. (8) The reactants are: [Cl:1][C:2]1[CH:3]=[C:4]([CH:8]=[CH:9][C:10]=1[O:11][CH:12]([CH3:14])[CH3:13])[C:5](O)=[O:6].C(Cl)(=O)C([Cl:18])=O. Given the product [Cl:1][C:2]1[CH:3]=[C:4]([CH:8]=[CH:9][C:10]=1[O:11][CH:12]([CH3:14])[CH3:13])[C:5]([Cl:18])=[O:6], predict the reactants needed to synthesize it. (9) Given the product [F:1][C:2]1[CH:7]=[CH:6][C:5]([C:8](=[O:25])[CH2:9][C:10]2[CH:15]=[CH:14][C:13]([C:16]([F:19])([F:18])[F:17])=[CH:12][CH:11]=2)=[CH:4][CH:3]=1, predict the reactants needed to synthesize it. The reactants are: [F:1][C:2]1[CH:7]=[CH:6][C:5]([C:8](N(C)C)=[CH:9][C:10]2[CH:15]=[CH:14][C:13]([C:16]([F:19])([F:18])[F:17])=[CH:12][CH:11]=2)=[CH:4][CH:3]=1.C(O)(=[O:25])C.Cl.